This data is from Reaction yield outcomes from USPTO patents with 853,638 reactions. The task is: Predict the reaction yield, written as a fraction of the theoretical maximum amount of product (1.0 means a 100% yield; for example, 0.34 means a 34% yield). The reactants are [CH3:1][O:2][C:3]1[CH:4]=[C:5]([N:12]2[CH2:17][CH2:16][CH:15]([N:18]3[CH2:23][CH2:22][N:21]([CH3:24])[CH2:20][CH2:19]3)[CH2:14][CH2:13]2)[CH:6]=[CH:7][C:8]=1[N+:9]([O-])=O.Cl. The catalyst is C(O)C.[Pd]. The product is [CH3:1][O:2][C:3]1[CH:4]=[C:5]([N:12]2[CH2:17][CH2:16][CH:15]([N:18]3[CH2:19][CH2:20][N:21]([CH3:24])[CH2:22][CH2:23]3)[CH2:14][CH2:13]2)[CH:6]=[CH:7][C:8]=1[NH2:9]. The yield is 0.880.